This data is from hERG Central: cardiac toxicity at 1µM, 10µM, and general inhibition. The task is: Predict hERG channel inhibition at various concentrations. (1) The compound is Cc1oc(-c2ccc(Cl)cc2)nc1CN1CCCC(C(=O)NCc2ccco2)C1. Results: hERG_inhib (hERG inhibition (general)): blocker. (2) The molecule is O=C(Nc1nc2ccccc2[nH]1)c1ccc(F)c(S(=O)(=O)N2CCOCC2)c1. Results: hERG_inhib (hERG inhibition (general)): blocker. (3) The molecule is c1ccc2c(c1)OCCOCCOCCOCCOc1ccccc1OCCOCCOCCO2. Results: hERG_inhib (hERG inhibition (general)): blocker. (4) The compound is O=C(COc1ccc([N+](=O)[O-])cc1)N1CCN(c2nnc(-c3ccccc3)c3ccccc23)CC1. Results: hERG_inhib (hERG inhibition (general)): blocker.